This data is from Catalyst prediction with 721,799 reactions and 888 catalyst types from USPTO. The task is: Predict which catalyst facilitates the given reaction. (1) Reactant: Cl.[CH2:2]([C:9]1([CH2:19][C:20]([C:22]2[CH:27]=[CH:26][C:25]([C:28]3[CH:33]=[CH:32][C:31]([C:34]4[C:38]5[CH:39]=[CH:40][CH:41]=[CH:42][C:37]=5[O:36][C:35]=4[CH2:43][C:44]4[CH:49]=[CH:48][CH:47]=[CH:46][CH:45]=4)=[CH:30][CH:29]=3)=[CH:24][CH:23]=2)=[O:21])C(=O)OC(C)(C)[O:11][C:10]1=[O:18])[C:3]1[CH:8]=[CH:7][CH:6]=[CH:5][CH:4]=1. Product: [CH2:2]([CH:9]([CH2:19][C:20]([C:22]1[CH:27]=[CH:26][C:25]([C:28]2[CH:33]=[CH:32][C:31]([C:34]3[C:38]4[CH:39]=[CH:40][CH:41]=[CH:42][C:37]=4[O:36][C:35]=3[CH2:43][C:44]3[CH:45]=[CH:46][CH:47]=[CH:48][CH:49]=3)=[CH:30][CH:29]=2)=[CH:24][CH:23]=1)=[O:21])[C:10]([OH:18])=[O:11])[C:3]1[CH:8]=[CH:7][CH:6]=[CH:5][CH:4]=1. The catalyst class is: 1. (2) Reactant: Br[C:2]1[CH:3]=[N:4][CH:5]=[C:6]([CH:9]=1)[C:7]#[N:8].B([C:13]1[CH:18]=[CH:17][C:16]([C:19]([CH3:24])([CH3:23])[C:20]([OH:22])=[O:21])=[CH:15][CH:14]=1)(O)O.C([O-])([O-])=O.[K+].[K+]. Product: [C:7]([C:6]1[CH:9]=[C:2]([C:13]2[CH:18]=[CH:17][C:16]([C:19]([CH3:24])([CH3:23])[C:20]([OH:22])=[O:21])=[CH:15][CH:14]=2)[CH:3]=[N:4][CH:5]=1)#[N:8]. The catalyst class is: 108. (3) Reactant: C([O:3][C:4](=[O:33])[C:5]([O:8][C:9]1[CH:14]=[CH:13][CH:12]=[C:11]([O:15][CH2:16][CH2:17][N:18]2[C:23](=[O:24])[C:22]3[N:25]([CH3:31])[N:26]=[C:27]([CH2:28][CH2:29][CH3:30])[C:21]=3[N:20]=[C:19]2[CH3:32])[CH:10]=1)([CH3:7])[CH3:6])C.O.C(=O)([O-])[O-].[Na+].[Na+]. Product: [CH3:31][N:25]1[C:22]2[C:23](=[O:24])[N:18]([CH2:17][CH2:16][O:15][C:11]3[CH:10]=[C:9]([CH:14]=[CH:13][CH:12]=3)[O:8][C:5]([CH3:6])([CH3:7])[C:4]([OH:33])=[O:3])[C:19]([CH3:32])=[N:20][C:21]=2[C:27]([CH2:28][CH2:29][CH3:30])=[N:26]1. The catalyst class is: 5. (4) Reactant: C(N(C(C)C)CC)(C)C.Br.[NH2:11][C@H:12]([C:16]1[O:17][C:18]([C:25]2[C:33]3[C:28](=[C:29]([Br:34])[CH:30]=[CH:31][CH:32]=3)[NH:27][CH:26]=2)=[C:19]([C:21]([O:23][CH3:24])=[O:22])[N:20]=1)[CH:13]([CH3:15])[CH3:14].[C:35]([NH:45][C@H:46]([C:55](O)=[O:56])[CH2:47][C:48]1[CH:53]=[CH:52][C:51]([OH:54])=[CH:50][CH:49]=1)([O:37][CH2:38][C:39]1[CH:44]=[CH:43][CH:42]=[CH:41][CH:40]=1)=[O:36].CN(C(ON1N=NC2C=CC=CC1=2)=[N+](C)C)C.[B-](F)(F)(F)F.C([O-])(O)=O.[Na+]. Product: [CH2:38]([O:37][C:35]([NH:45][C@@H:46]([CH2:47][C:48]1[CH:53]=[CH:52][C:51]([OH:54])=[CH:50][CH:49]=1)[C:55]([NH:11][C@H:12]([C:16]1[O:17][C:18]([C:25]2[C:33]3[C:28](=[C:29]([Br:34])[CH:30]=[CH:31][CH:32]=3)[NH:27][CH:26]=2)=[C:19]([C:21]([O:23][CH3:24])=[O:22])[N:20]=1)[CH:13]([CH3:15])[CH3:14])=[O:56])=[O:36])[C:39]1[CH:40]=[CH:41][CH:42]=[CH:43][CH:44]=1. The catalyst class is: 9. (5) Reactant: [CH3:1][O:2][CH2:3][C:4]1[C:9](Br)=[CH:8][CH:7]=[CH:6][C:5]=1[N:11]1[C:15](=[O:16])[N:14]([CH3:17])[N:13]=[N:12]1.[CH2:18](C([Sn])=C(CCCC)CCCC)[CH2:19]CC.[Cl-].[NH4+]. Product: [CH3:1][O:2][CH2:3][C:4]1[C:9]([CH:18]=[CH2:19])=[CH:8][CH:7]=[CH:6][C:5]=1[N:11]1[C:15](=[O:16])[N:14]([CH3:17])[N:13]=[N:12]1. The catalyst class is: 206. (6) Reactant: C([NH:4][C:5]1[CH:10]=[CH:9][C:8]([C:11](=[O:33])[CH2:12][CH2:13][C:14]([N:16]2[CH2:21][CH2:20][CH:19]([N:22]3[CH2:31][C:30]4[C:25](=[CH:26][CH:27]=[CH:28][CH:29]=4)[NH:24][C:23]3=[O:32])[CH2:18][CH2:17]2)=[O:15])=[CH:7][C:6]=1[Br:34])(=O)C.Cl. Product: [NH2:4][C:5]1[CH:10]=[CH:9][C:8]([C:11](=[O:33])[CH2:12][CH2:13][C:14]([N:16]2[CH2:17][CH2:18][CH:19]([N:22]3[CH2:31][C:30]4[C:25](=[CH:26][CH:27]=[CH:28][CH:29]=4)[NH:24][C:23]3=[O:32])[CH2:20][CH2:21]2)=[O:15])=[CH:7][C:6]=1[Br:34]. The catalyst class is: 6. (7) Reactant: C[O:2][C:3](=[O:33])[CH2:4][C:5]1[C:13]2[C:8](=[CH:9][CH:10]=[C:11]([O:14][CH3:15])[CH:12]=2)[NH:7][C:6]=1[C:16]1[CH:21]=[CH:20][C:19]([Cl:22])=[C:18]([S:23](=[O:32])(=[O:31])[NH:24][CH:25]2[CH2:30][CH2:29][CH2:28][CH2:27][CH2:26]2)[CH:17]=1.O.[OH-].[Li+].CCOC(C)=O. Product: [Cl:22][C:19]1[CH:20]=[CH:21][C:16]([C:6]2[NH:7][C:8]3[C:13]([C:5]=2[CH2:4][C:3]([OH:33])=[O:2])=[CH:12][C:11]([O:14][CH3:15])=[CH:10][CH:9]=3)=[CH:17][C:18]=1[S:23](=[O:32])(=[O:31])[NH:24][CH:25]1[CH2:26][CH2:27][CH2:28][CH2:29][CH2:30]1. The catalyst class is: 24. (8) Reactant: [CH3:1][O:2][C:3]([C:5]1[CH:10]=[CH:9][C:8]([CH2:11][CH2:12][CH:13]([CH2:17][CH2:18][C:19]2[CH:24]=[CH:23][C:22]([C:25]([O:27][CH3:28])=[O:26])=[CH:21][CH:20]=2)[C:14](O)=[O:15])=[CH:7][CH:6]=1)=[O:4].[Cl-].[NH4+]. Product: [OH:15][CH2:14][CH:13]([CH2:12][CH2:11][C:8]1[CH:7]=[CH:6][C:5]([C:3]([O:2][CH3:1])=[O:4])=[CH:10][CH:9]=1)[CH2:17][CH2:18][C:19]1[CH:20]=[CH:21][C:22]([C:25]([O:27][CH3:28])=[O:26])=[CH:23][CH:24]=1. The catalyst class is: 299. (9) Reactant: C(OP([CH2:9][C:10]#[N:11])(=O)OCC)C.C[Si]([N-][Si](C)(C)C)(C)C.[Li+].[CH2:22]([O:24][C:25]1[CH:26]=[C:27]([C:33]([C:35]2[CH:40]=[CH:39][C:38]([O:41][CH3:42])=[C:37]([F:43])[CH:36]=2)=O)[CH:28]=[CH:29][C:30]=1[O:31][CH3:32])[CH3:23]. Product: [CH2:22]([O:24][C:25]1[CH:26]=[C:27]([C:33]([C:35]2[CH:40]=[CH:39][C:38]([O:41][CH3:42])=[C:37]([F:43])[CH:36]=2)=[CH:9][C:10]#[N:11])[CH:28]=[CH:29][C:30]=1[O:31][CH3:32])[CH3:23]. The catalyst class is: 1.